Task: Predict which catalyst facilitates the given reaction.. Dataset: Catalyst prediction with 721,799 reactions and 888 catalyst types from USPTO (1) Reactant: [Cl:1][C:2]1[CH:10]=[C:9]([S:11]([CH3:14])(=[O:13])=[O:12])[CH:8]=[CH:7][C:3]=1[C:4]([OH:6])=O.[C:15]1([C:21]2[N:22]=[C:23]([NH2:26])[O:24][CH:25]=2)[CH:20]=[CH:19][CH:18]=[CH:17][CH:16]=1.C(N(CC)CC)C.C(P1(=O)OP(=O)(CCC)OP(=O)(CCC)O1)CC. Product: [Cl:1][C:2]1[CH:10]=[C:9]([S:11]([CH3:14])(=[O:13])=[O:12])[CH:8]=[CH:7][C:3]=1[C:4]([NH:26][C:23]1[O:24][CH:25]=[C:21]([C:15]2[CH:20]=[CH:19][CH:18]=[CH:17][CH:16]=2)[N:22]=1)=[O:6]. The catalyst class is: 154. (2) Product: [Cl:1][C:2]1[C:3]([O:19][C@@H:20]2[CH2:25][CH2:24][CH2:23][CH2:22][C@H:21]2[C:26]2[NH:30][N:29]=[CH:28][CH:27]=2)=[CH:4][C:5]([F:18])=[C:6]([S:8]([NH:11][C:12]2[CH:17]=[CH:16][N:15]=[CH:14][N:13]=2)(=[O:10])=[O:9])[CH:7]=1. The catalyst class is: 5. Reactant: [Cl:1][C:2]1[C:3]([O:19][C@@H:20]2[CH2:25][CH2:24][CH2:23][CH2:22][C@H:21]2[C:26]2[N:30](COCCOC)[N:29]=[CH:28][CH:27]=2)=[CH:4][C:5]([F:18])=[C:6]([S:8]([NH:11][C:12]2[CH:17]=[CH:16][N:15]=[CH:14][N:13]=2)(=[O:10])=[O:9])[CH:7]=1.Cl. (3) Product: [CH3:1][C:2]1[N:3]=[C:4]([CH2:7][CH2:8][C:9]#[N:11])[NH:5][CH:6]=1. Reactant: [CH3:1][C:2]1[N:3]=[C:4]([CH2:7][CH2:8][C:9]([NH2:11])=O)[NH:5][CH:6]=1.O=P12OP3(OP(OP(O3)(O1)=O)(=O)O2)=O. The catalyst class is: 11. (4) Product: [Cl:19][C:20]1[N:21]=[CH:22][N:23]=[C:24]([NH:1][C:2]2[CH:7]=[CH:6][C:5]([S:8]([NH:11][C:12]3[O:16][N:15]=[C:14]([CH3:17])[C:13]=3[CH3:18])(=[O:10])=[O:9])=[CH:4][CH:3]=2)[CH:25]=1. The catalyst class is: 41. Reactant: [NH2:1][C:2]1[CH:7]=[CH:6][C:5]([S:8]([NH:11][C:12]2[O:16][N:15]=[C:14]([CH3:17])[C:13]=2[CH3:18])(=[O:10])=[O:9])=[CH:4][CH:3]=1.[Cl:19][C:20]1[CH:25]=[C:24](Cl)[N:23]=[CH:22][N:21]=1.Cl. (5) Reactant: [C:1]1([CH:7]([C:17]2[CH:22]=[CH:21][CH:20]=[CH:19][CH:18]=2)[CH2:8][CH2:9][O:10][C:11](=[O:16])[CH2:12]C(C)=O)[CH:6]=[CH:5][CH:4]=[CH:3][CH:2]=1.[C:23]([O-])(=O)[CH3:24].[NH4+:27].[C:28]([O:32][C:33]([N:35]1[CH2:40][CH2:39][N:38]([C:41](=[O:55])[C:42]([C:52](=O)[CH3:53])=[CH:43][C:44]2[CH:49]=[C:48]([Cl:50])[CH:47]=[C:46]([Cl:51])[CH:45]=2)[CH2:37][CH2:36]1)=[O:34])([CH3:31])([CH3:30])[CH3:29]. Product: [C:28]([O:32][C:33]([N:35]1[CH2:36][CH2:37][N:38]([C:41]([C:42]2[CH:43]([C:44]3[CH:49]=[C:48]([Cl:50])[CH:47]=[C:46]([Cl:51])[CH:45]=3)[C:12]([C:11]([O:10][CH2:9][CH2:8][CH:7]([C:1]3[CH:6]=[CH:5][CH:4]=[CH:3][CH:2]=3)[C:17]3[CH:22]=[CH:21][CH:20]=[CH:19][CH:18]=3)=[O:16])=[C:23]([CH3:24])[NH:27][C:52]=2[CH3:53])=[O:55])[CH2:39][CH2:40]1)=[O:34])([CH3:31])([CH3:29])[CH3:30]. The catalyst class is: 41. (6) Reactant: [Cl:1][C:2]1[CH:7]=[CH:6][C:5]([C:8]2[CH:12]=[C:11]([CH2:13][CH2:14][CH:15]=O)[O:10][N:9]=2)=[CH:4][CH:3]=1.[C:17]1([CH:23]([C:30]2[CH:35]=[CH:34][CH:33]=[CH:32][CH:31]=2)[N:24]2[CH2:29][CH2:28][NH:27][CH2:26][CH2:25]2)[CH:22]=[CH:21][CH:20]=[CH:19][CH:18]=1.[BH-](OC(C)=O)(OC(C)=O)OC(C)=O.[Na+]. Product: [C:30]1([CH:23]([C:17]2[CH:22]=[CH:21][CH:20]=[CH:19][CH:18]=2)[N:24]2[CH2:25][CH2:26][N:27]([CH2:15][CH2:14][CH2:13][C:11]3[O:10][N:9]=[C:8]([C:5]4[CH:6]=[CH:7][C:2]([Cl:1])=[CH:3][CH:4]=4)[CH:12]=3)[CH2:28][CH2:29]2)[CH:31]=[CH:32][CH:33]=[CH:34][CH:35]=1. The catalyst class is: 2. (7) Reactant: Br[C:2]1[C:3]([NH2:8])=[N:4][CH:5]=[CH:6][CH:7]=1.CC1(C)C(C)(C)OB([C:17]2[CH:22]=[CH:21][C:20]([C:23]3[CH:28]=[CH:27][CH:26]=[CH:25][CH:24]=3)=[C:19]([CH3:29])[CH:18]=2)O1.O.O.O.O.O.O.O.O.O.O.C(=O)([O-])[O-].[Na+].[Na+]. Product: [CH3:29][C:19]1[CH:18]=[C:17]([C:2]2[C:3]([NH2:8])=[N:4][CH:5]=[CH:6][CH:7]=2)[CH:22]=[CH:21][C:20]=1[C:23]1[CH:28]=[CH:27][CH:26]=[CH:25][CH:24]=1. The catalyst class is: 108.